Binary Classification. Given a drug SMILES string, predict its activity (active/inactive) in a high-throughput screening assay against a specified biological target. From a dataset of Choline transporter screen with 302,306 compounds. (1) The molecule is O(CC[N+](C)(C)C)C(=O)C. The result is 1 (active). (2) The compound is S=C(NC(C)(C)C)N\N=C\c1n(ncc1C(OC)=O)c1c(F)cc(F)cc1. The result is 0 (inactive). (3) The drug is O(C(=O)/C(=C\c1c(n(CCC)c(c1)C)C)C#N)CC(=O)Nc1cc(OC)ccc1. The result is 0 (inactive). (4) The compound is Clc1ccc(C(=O)NCCC(OCC(=O)NCC)=O)cc1. The result is 0 (inactive).